From a dataset of Catalyst prediction with 721,799 reactions and 888 catalyst types from USPTO. Predict which catalyst facilitates the given reaction. Reactant: [F:1][C:2]1[CH:3]=[CH:4][C:5]2[NH:11][CH2:10][CH:9]([CH3:12])[C:8](=O)[NH:7][C:6]=2[CH:14]=1.COC1C=CC(P2(SP(C3C=CC(OC)=CC=3)(=S)S2)=[S:24])=CC=1. Product: [F:1][C:2]1[CH:3]=[CH:4][C:5]2[NH:11][CH2:10][CH:9]([CH3:12])[C:8](=[S:24])[NH:7][C:6]=2[CH:14]=1. The catalyst class is: 7.